From a dataset of Forward reaction prediction with 1.9M reactions from USPTO patents (1976-2016). Predict the product of the given reaction. (1) Given the reactants [Cl:1][C:2]1[N:7]=[C:6](S(C)(=O)=O)[N:5]=[C:4]([N:12]2[CH2:17][CH2:16][O:15][CH2:14][CH2:13]2)[CH:3]=1.[NH:18]1[CH2:21][CH:20]([OH:22])[CH2:19]1.CCN(C(C)C)C(C)C.CN(C=O)C, predict the reaction product. The product is: [Cl:1][C:2]1[CH:3]=[C:4]([N:12]2[CH2:17][CH2:16][O:15][CH2:14][CH2:13]2)[N:5]=[C:6]([N:18]2[CH2:21][CH:20]([OH:22])[CH2:19]2)[N:7]=1. (2) The product is: [C:4]([C:3]([NH:2][C:17](=[O:18])[O:19][CH2:20][C:21]1[CH:26]=[CH:25][CH:24]=[CH:23][CH:22]=1)([CH2:6][CH2:7][F:8])[CH3:9])#[N:5]. Given the reactants Cl.[NH2:2][C:3]([CH3:9])([CH2:6][CH2:7][F:8])[C:4]#[N:5].C(=O)([O-])[O-].[K+].[K+].Cl[C:17]([O:19][CH2:20][C:21]1[CH:26]=[CH:25][CH:24]=[CH:23][CH:22]=1)=[O:18], predict the reaction product. (3) Given the reactants Br[C:2]1[CH:3]=[C:4]([C:9]2[S:13][C:12]([NH2:14])=[N:11][C:10]=2[C:15]2[CH:20]=[CH:19][CH:18]=[C:17]([CH3:21])[N:16]=2)[CH:5]=[CH:6][C:7]=1[F:8].[CH3:22][S:23]([C:26]1[CH:31]=[CH:30][C:29](B(O)O)=[CH:28][CH:27]=1)(=[O:25])=[O:24].O, predict the reaction product. The product is: [F:8][C:7]1[C:2]([C:29]2[CH:30]=[CH:31][C:26]([S:23]([CH3:22])(=[O:25])=[O:24])=[CH:27][CH:28]=2)=[CH:3][C:4]([C:9]2[S:13][C:12]([NH2:14])=[N:11][C:10]=2[C:15]2[CH:20]=[CH:19][CH:18]=[C:17]([CH3:21])[N:16]=2)=[CH:5][CH:6]=1. (4) Given the reactants [Cl:1][C:2]1[CH:7]=[CH:6][C:5]([S:8][C:9]2[C:10]([C:21]3[N:22]=[C:23]([CH3:30])[C:24]([C:27]([OH:29])=O)=[N:25][CH:26]=3)=[N:11][N:12]([C:14]3[CH:15]=[N:16][CH:17]=[C:18]([F:20])[CH:19]=3)[CH:13]=2)=[CH:4][CH:3]=1.C[N:32](C(ON1N=NC2C=CC=NC1=2)=[N+](C)C)C.F[P-](F)(F)(F)(F)F.CN.CCN(C(C)C)C(C)C, predict the reaction product. The product is: [Cl:1][C:2]1[CH:7]=[CH:6][C:5]([S:8][C:9]2[C:10]([C:21]3[N:22]=[C:23]([CH3:30])[C:24]([C:27]([NH2:32])=[O:29])=[N:25][CH:26]=3)=[N:11][N:12]([C:14]3[CH:15]=[N:16][CH:17]=[C:18]([F:20])[CH:19]=3)[CH:13]=2)=[CH:4][CH:3]=1.